Dataset: Full USPTO retrosynthesis dataset with 1.9M reactions from patents (1976-2016). Task: Predict the reactants needed to synthesize the given product. (1) Given the product [F:1][CH:2]([F:11])/[CH:3]=[CH:4]/[C:5]([O:7][CH2:8][CH3:9])=[O:6], predict the reactants needed to synthesize it. The reactants are: [F:1][CH:2]([F:11])[CH:3](O)[CH2:4][C:5]([O:7][CH2:8][CH3:9])=[O:6].O=P12OP3(OP(OP(O3)(O1)=O)(=O)O2)=O. (2) Given the product [CH3:36][CH:35]([CH3:37])[C:34]([NH:33][C:29]1[CH:30]=[CH:31][CH:32]=[C:27]([CH:24]2[CH2:23][CH2:22][N:21]([CH2:20][CH2:19][C@H:18]([NH:17][C:2]([NH:1][C:4]3[CH:9]=[CH:8][C:7]([O:10][C:11]4[CH:12]=[CH:13][CH:14]=[CH:15][CH:16]=4)=[CH:6][CH:5]=3)=[O:3])[C:39]3[CH:40]=[CH:41][CH:42]=[CH:43][CH:44]=3)[CH2:26][CH2:25]2)[CH:28]=1)=[O:38], predict the reactants needed to synthesize it. The reactants are: [N:1]([C:4]1[CH:9]=[CH:8][C:7]([O:10][C:11]2[CH:16]=[CH:15][CH:14]=[CH:13][CH:12]=2)=[CH:6][CH:5]=1)=[C:2]=[O:3].[NH2:17][C@H:18]([C:39]1[CH:44]=[CH:43][CH:42]=[CH:41][CH:40]=1)[CH2:19][CH2:20][N:21]1[CH2:26][CH2:25][CH:24]([C:27]2[CH:28]=[C:29]([NH:33][C:34](=[O:38])[CH:35]([CH3:37])[CH3:36])[CH:30]=[CH:31][CH:32]=2)[CH2:23][CH2:22]1. (3) Given the product [NH2:20][C@@H:3]([C:4]1[CH:5]=[CH:6][C:7]([C:10]([NH:11][O:12][CH:13]2[CH2:18][CH2:17][CH2:16][CH2:15][O:14]2)=[O:19])=[CH:8][CH:9]=1)[CH:2]([CH3:38])[CH3:1], predict the reactants needed to synthesize it. The reactants are: [CH3:1][CH:2]([CH3:38])[C@@H:3]([NH:20]C(=O)OCC1C2C=CC=CC=2C2C1=CC=CC=2)[C:4]1[CH:9]=[CH:8][C:7]([C:10](=[O:19])[NH:11][O:12][CH:13]2[CH2:18][CH2:17][CH2:16][CH2:15][O:14]2)=[CH:6][CH:5]=1.N1CCCCC1. (4) Given the product [F:23][C:20]1[CH:21]=[C:22]2[C:17](=[CH:18][CH:19]=1)[NH:16][CH:15]=[C:14]2[C@@H:11]1[CH2:12][CH2:13][C@H:9]([NH2:8])[CH2:10]1, predict the reactants needed to synthesize it. The reactants are: C([NH:8][C@H:9]1[CH2:13][CH2:12][C@@H:11]([C:14]2[C:22]3[C:17](=[CH:18][CH:19]=[C:20]([F:23])[CH:21]=3)[NH:16][CH:15]=2)[CH2:10]1)C1C=CC=CC=1.C([O-])=O.[NH4+]. (5) Given the product [C:1]([O:5][C:6](=[O:25])[NH:7][C:8]1[CH:13]=[C:12]([O:14][CH2:15][C:16]([F:18])([F:17])[F:19])[C:11]([C:20]([F:22])([F:23])[F:21])=[CH:10][C:9]=1[NH:24][C:31](=[O:30])[CH2:32][C:33]([C:35]1[CH:40]=[CH:39][CH:38]=[C:37]([C:41]2[CH:46]=[CH:45][N:44]=[C:43]([CH2:47][CH:48]([CH3:49])[CH3:50])[CH:42]=2)[CH:36]=1)=[O:34])([CH3:4])([CH3:2])[CH3:3], predict the reactants needed to synthesize it. The reactants are: [C:1]([O:5][C:6](=[O:25])[NH:7][C:8]1[CH:13]=[C:12]([O:14][CH2:15][C:16]([F:19])([F:18])[F:17])[C:11]([C:20]([F:23])([F:22])[F:21])=[CH:10][C:9]=1[NH2:24])([CH3:4])([CH3:3])[CH3:2].C([O:30][C:31](=O)[CH2:32][C:33]([C:35]1[CH:40]=[CH:39][CH:38]=[C:37]([C:41]2[CH:46]=[CH:45][N:44]=[C:43]([CH2:47][CH:48]([CH3:50])[CH3:49])[CH:42]=2)[CH:36]=1)=[O:34])(C)(C)C. (6) Given the product [CH2:5]([O:4][C:2]([NH:13][C@H:14]1[CH2:19][CH2:18][N:17]([C:20]([O:22][CH2:23][CH3:24])=[O:21])[CH2:16][C@H:15]1[O:25][CH3:26])=[O:3])[C:6]1[CH:11]=[CH:10][CH:9]=[CH:8][CH:7]=1, predict the reactants needed to synthesize it. The reactants are: Cl[C:2]([O:4][CH2:5][C:6]1[CH:11]=[CH:10][CH:9]=[CH:8][CH:7]=1)=[O:3].Cl.[NH2:13][C@H:14]1[CH2:19][CH2:18][N:17]([C:20]([O:22][CH2:23][CH3:24])=[O:21])[CH2:16][C@H:15]1[O:25][CH3:26].